This data is from Reaction yield outcomes from USPTO patents with 853,638 reactions. The task is: Predict the reaction yield, written as a fraction of the theoretical maximum amount of product (1.0 means a 100% yield; for example, 0.34 means a 34% yield). (1) The reactants are Cl.[F:2][C:3]1[C:4]([O:18]C)=[N:5][C:6]([C:9]2[CH:10]=[N:11][N:12]3[CH:17]=[CH:16][N:15]=[CH:14][C:13]=23)=[N:7][CH:8]=1.[OH-].[Na+]. No catalyst specified. The product is [F:2][C:3]1[C:4]([OH:18])=[N:5][C:6]([C:9]2[CH:10]=[N:11][N:12]3[CH:17]=[CH:16][N:15]=[CH:14][C:13]=23)=[N:7][CH:8]=1. The yield is 0.720. (2) The yield is 0.370. The reactants are N1C2SC(C(N)=O)=CC=2C=NC=1.[NH2:13][C:14]1[C:22]2[C:21]([C:23]3[CH:28]=[C:27]([O:29]C)[CH:26]=[C:25]([Cl:31])[CH:24]=3)=[N:20][C:19](S(C)=O)=[N:18][C:17]=2[S:16][C:15]=1[C:35]([NH2:37])=[O:36].[BH4-].[Na+].O. The product is [NH2:13][C:14]1[C:22]2[C:21]([C:23]3[CH:24]=[C:25]([Cl:31])[CH:26]=[C:27]([OH:29])[CH:28]=3)=[N:20][CH:19]=[N:18][C:17]=2[S:16][C:15]=1[C:35]([NH2:37])=[O:36]. The catalyst is CCO.C(Cl)(Cl)Cl.